This data is from Reaction yield outcomes from USPTO patents with 853,638 reactions. The task is: Predict the reaction yield, written as a fraction of the theoretical maximum amount of product (1.0 means a 100% yield; for example, 0.34 means a 34% yield). (1) No catalyst specified. The product is [C:18]([Si:21]([O:16][CH2:1][CH2:2][CH2:3][CH2:4][CH2:5][CH2:6][CH2:7][CH2:8][CH2:9][CH2:10][CH2:11][CH2:12][CH2:13][C:14]#[CH:15])([C:28]1[CH:33]=[CH:32][CH:31]=[CH:30][CH:29]=1)[C:22]1[CH:23]=[CH:24][CH:25]=[CH:26][CH:27]=1)([CH3:20])([CH3:17])[CH3:19]. The yield is 0.870. The reactants are [CH2:1]([OH:16])[CH2:2][CH2:3][CH2:4][CH2:5][CH2:6][CH2:7][CH2:8][CH2:9][CH2:10][CH2:11][CH2:12][CH2:13][C:14]#[CH:15].[CH3:17][C:18]([Si:21](Cl)([C:28]1[CH:33]=[CH:32][CH:31]=[CH:30][CH:29]=1)[C:22]1[CH:27]=[CH:26][CH:25]=[CH:24][CH:23]=1)([CH3:20])[CH3:19]. (2) No catalyst specified. The yield is 0.600. The product is [O:20]1[C:15]2[C:16](=[CH:29][CH:30]=[CH:13][CH:14]=2)[CH:17]([OH:34])[CH2:18][CH2:19]1. The reactants are B.CSC.C(O[C:13]1[CH:30]=[CH:29][C:16]2[CH:17]=[C:18](C3C=CC(OC)=CC=3)[CH2:19][O:20][C:15]=2[CH:14]=1)C1C=CC=CC=1.C1C[O:34]CC1. (3) The reactants are [CH2:1]([C:21]1[C:26]([OH:27])=[C:25]([CH3:28])[C:24]([CH3:29])=[C:23]([OH:30])[C:22]=1[CH3:31])/[CH:2]=[C:3](/[CH2:5][CH2:6][CH2:7][C@@H:8]([CH2:10][CH2:11][CH2:12][C@@H:13]([CH2:15][CH2:16][CH2:17][CH:18]([CH3:20])[CH3:19])[CH3:14])[CH3:9])\[CH3:4].[C:32]([O:35]C(=O)C)(=[O:34])[CH3:33]. The catalyst is N1C=CC=CC=1. The product is [C:32]([OH:35])(=[O:34])[CH3:33].[C:32]([OH:35])(=[O:34])[CH3:33].[CH2:1]([C:21]1[C:26]([OH:27])=[C:25]([CH3:28])[C:24]([CH3:29])=[C:23]([OH:30])[C:22]=1[CH3:31])/[CH:2]=[C:3](/[CH2:5][CH2:6][CH2:7][C@@H:8]([CH2:10][CH2:11][CH2:12][C@@H:13]([CH2:15][CH2:16][CH2:17][CH:18]([CH3:19])[CH3:20])[CH3:14])[CH3:9])\[CH3:4]. The yield is 0.950. (4) The reactants are [Cl:1][C:2]1[C:3](C(OC)=O)=[N:4][CH:5]=[C:6]([CH2:8][O:9][Si:10]([C:13]([CH3:16])([CH3:15])[CH3:14])([CH3:12])[CH3:11])[CH:7]=1.[CH3:21][Mg]Br.[NH4+].[Cl-].O.CCO[C:30]([CH3:32])=[O:31]. The catalyst is C1COCC1. The product is [Cl:1][C:2]1[C:3]([C:30]([OH:31])([CH3:32])[CH3:21])=[N:4][CH:5]=[C:6]([CH2:8][O:9][Si:10]([C:13]([CH3:16])([CH3:15])[CH3:14])([CH3:11])[CH3:12])[CH:7]=1. The yield is 0.600.